From a dataset of Full USPTO retrosynthesis dataset with 1.9M reactions from patents (1976-2016). Predict the reactants needed to synthesize the given product. The reactants are: [C:1]([NH:9][C:10]1[CH:18]=[CH:17][C:13]([C:14]([OH:16])=[O:15])=[CH:12][C:11]=1[OH:19])(=O)[C:2]1[CH:7]=[CH:6][CH:5]=[CH:4][CH:3]=1.CC1C=CC(S(O)(=O)=O)=CC=1. Given the product [C:2]1([C:1]2[O:19][C:11]3[CH:12]=[C:13]([C:14]([OH:16])=[O:15])[CH:17]=[CH:18][C:10]=3[N:9]=2)[CH:3]=[CH:4][CH:5]=[CH:6][CH:7]=1, predict the reactants needed to synthesize it.